Predict the reactants needed to synthesize the given product. From a dataset of Full USPTO retrosynthesis dataset with 1.9M reactions from patents (1976-2016). Given the product [F:43][C:38]1[CH:39]=[CH:40][CH:41]=[CH:42][C:37]=1[C:34]1[CH:33]=[N:32][C:31]([N:16]2[C:17]3[C:22](=[CH:21][CH:20]=[C:19]([C:23]([N:25]4[CH2:26][CH2:27][O:28][CH2:29][CH2:30]4)=[O:24])[CH:18]=3)[C:14]([S:12]([CH3:1])(=[NH:11])=[O:13])=[CH:15]2)=[N:36][CH:35]=1, predict the reactants needed to synthesize it. The reactants are: [C:1](=O)([O-])[O-].[K+].[K+].FC(F)(F)C([N:11]=[S:12]([C:14]1[C:22]2[C:17](=[CH:18][C:19]([C:23]([N:25]3[CH2:30][CH2:29][O:28][CH2:27][CH2:26]3)=[O:24])=[CH:20][CH:21]=2)[N:16]([C:31]2[N:36]=[CH:35][C:34]([C:37]3[CH:42]=[CH:41][CH:40]=[CH:39][C:38]=3[F:43])=[CH:33][N:32]=2)[C:15]=1C)[O-:13])=O.